Task: Predict the reaction yield, written as a fraction of the theoretical maximum amount of product (1.0 means a 100% yield; for example, 0.34 means a 34% yield).. Dataset: Reaction yield outcomes from USPTO patents with 853,638 reactions The catalyst is CN(C)C(=O)C. The reactants are [NH2:1][C:2]1[CH:10]=[C:9]([O:11][CH3:12])[CH:8]=[C:7]([O:13][CH3:14])[C:3]=1[C:4]([NH2:6])=[O:5].[CH3:15][O:16][CH2:17][CH2:18][O:19][C:20]1[C:27]([CH3:28])=[CH:26][C:23]([CH:24]=O)=[CH:22][C:21]=1[CH3:29].OS([O-])=O.[Na+].CC1C=CC(S(O)(=O)=O)=CC=1. The yield is 0.430. The product is [CH3:14][O:13][C:7]1[CH:8]=[C:9]([O:11][CH3:12])[CH:10]=[C:2]2[C:3]=1[C:4](=[O:5])[NH:6][C:24]([C:23]1[CH:26]=[C:27]([CH3:28])[C:20]([O:19][CH2:18][CH2:17][O:16][CH3:15])=[C:21]([CH3:29])[CH:22]=1)=[N:1]2.